This data is from Full USPTO retrosynthesis dataset with 1.9M reactions from patents (1976-2016). The task is: Predict the reactants needed to synthesize the given product. (1) Given the product [Cl:20][CH2:12][C:10]1[N:11]=[C:7]([C:1]2[CH:6]=[CH:5][CH:4]=[CH:3][CH:2]=2)[O:8][C:9]=1[C:14]([F:17])([F:16])[F:15], predict the reactants needed to synthesize it. The reactants are: [C:1]1([C:7]2[O:8][C:9]([C:14]([F:17])([F:16])[F:15])=[C:10]([CH2:12]O)[N:11]=2)[CH:6]=[CH:5][CH:4]=[CH:3][CH:2]=1.S(Cl)([Cl:20])=O. (2) Given the product [NH2:1][C:2]1[CH:11]=[CH:10][C:9]([C:13]2[CH:18]=[CH:17][CH:16]=[CH:15][CH:14]=2)=[CH:8][C:3]=1[C:4]([O:6][CH3:7])=[O:5], predict the reactants needed to synthesize it. The reactants are: [NH2:1][C:2]1[CH:11]=[CH:10][C:9](Br)=[CH:8][C:3]=1[C:4]([O:6][CH3:7])=[O:5].[C:13]1(B(O)O)[CH:18]=[CH:17][CH:16]=[CH:15][CH:14]=1.P([O-])([O-])([O-])=O.[K+].[K+].[K+].[Cl-].[NH4+].